Predict the product of the given reaction. From a dataset of Forward reaction prediction with 1.9M reactions from USPTO patents (1976-2016). (1) Given the reactants COP([CH2:7][C:8]([O:10][CH2:11][C:12]1[CH:17]=[CH:16][CH:15]=[CH:14][CH:13]=1)=[O:9])(OC)=O.[H-].[Na+].[CH:20]([C:22]1[N:23]([CH2:27][C:28]([O:30][C:31]([CH3:34])([CH3:33])[CH3:32])=[O:29])[CH:24]=[CH:25][N:26]=1)=O.[Cl-].[NH4+], predict the reaction product. The product is: [C:31]([O:30][C:28](=[O:29])[CH2:27][N:23]1[CH:24]=[CH:25][N:26]=[C:22]1/[CH:20]=[CH:7]/[C:8]([O:10][CH2:11][C:12]1[CH:13]=[CH:14][CH:15]=[CH:16][CH:17]=1)=[O:9])([CH3:34])([CH3:33])[CH3:32]. (2) Given the reactants C([O:8][C:9]([C:11]1[C:19]([CH3:20])=[C:18]2[C:14]([C:15]3[CH2:24][CH2:23][O:22][C:21]([CH2:28][C:29]([O:31][CH2:32][CH3:33])=[O:30])([CH2:25][CH2:26][CH3:27])[C:16]=3[NH:17]2)=[C:13]([C:34]#[N:35])[CH:12]=1)=[O:10])C1C=CC=CC=1, predict the reaction product. The product is: [C:34]([C:13]1[CH:12]=[C:11]([C:9]([OH:10])=[O:8])[C:19]([CH3:20])=[C:18]2[C:14]=1[C:15]1[CH2:24][CH2:23][O:22][C:21]([CH2:28][C:29]([O:31][CH2:32][CH3:33])=[O:30])([CH2:25][CH2:26][CH3:27])[C:16]=1[NH:17]2)#[N:35]. (3) Given the reactants N#N.[Si]([O:10][CH2:11][C:12]1[O:13][CH:14]=[C:15]([C:17]2([CH3:22])[O:21][CH2:20][CH2:19][O:18]2)[N:16]=1)(C(C)(C)C)(C)C.CCCC[N+](CCCC)(CCCC)CCCC.[F-].[NH4+].[Cl-], predict the reaction product. The product is: [CH3:22][C:17]1([C:15]2[N:16]=[C:12]([CH2:11][OH:10])[O:13][CH:14]=2)[O:21][CH2:20][CH2:19][O:18]1. (4) Given the reactants [C:1]12([CH2:11][CH2:12][O:13][C:14]3[CH:15]=[C:16]([CH2:20][C@H:21]([NH:23][CH2:24][C@@H:25]([C:27]4[CH:28]=[CH:29][C:30]([O:36]CC5C=CC=CC=5)=[C:31]([NH:33][CH:34]=[O:35])[CH:32]=4)[OH:26])[CH3:22])[CH:17]=[CH:18][CH:19]=3)[CH2:10][CH:5]3[CH2:6][CH:7]([CH2:9][CH:3]([CH2:4]3)[CH2:2]1)[CH2:8]2, predict the reaction product. The product is: [C:1]12([CH2:11][CH2:12][O:13][C:14]3[CH:15]=[C:16]([CH2:20][C@H:21]([NH:23][CH2:24][C@@H:25]([C:27]4[CH:28]=[CH:29][C:30]([OH:36])=[C:31]([NH:33][CH:34]=[O:35])[CH:32]=4)[OH:26])[CH3:22])[CH:17]=[CH:18][CH:19]=3)[CH2:10][CH:5]3[CH2:4][CH:3]([CH2:9][CH:7]([CH2:6]3)[CH2:8]1)[CH2:2]2.